From a dataset of CYP2D6 inhibition data for predicting drug metabolism from PubChem BioAssay. Regression/Classification. Given a drug SMILES string, predict its absorption, distribution, metabolism, or excretion properties. Task type varies by dataset: regression for continuous measurements (e.g., permeability, clearance, half-life) or binary classification for categorical outcomes (e.g., BBB penetration, CYP inhibition). Dataset: cyp2d6_veith. (1) The drug is O=C(C1CCN(S(=O)(=O)c2cccc3nsnc23)CC1)N1CCN(c2ccccc2F)CC1. The result is 0 (non-inhibitor). (2) The molecule is CN1CCN(c2ncc3nc(-c4ccccc4)c(=O)n(-c4ccccc4)c3n2)CC1. The result is 0 (non-inhibitor). (3) The compound is Cc1nc(NC(=O)c2ccccc2)sc1-c1csc(Nc2cccc(Cl)c2)n1. The result is 1 (inhibitor). (4) The molecule is O=C(c1ccco1)N1CCC[C@@]2(CCN(c3ccccn3)C2)C1. The result is 1 (inhibitor). (5) The drug is O=C(c1cnccn1)N1CCC2(CCCN(c3ccc(-c4ccccc4)cc3)C2)CC1. The result is 0 (non-inhibitor).